This data is from Catalyst prediction with 721,799 reactions and 888 catalyst types from USPTO. The task is: Predict which catalyst facilitates the given reaction. (1) Reactant: [OH-].[Na+].[C:3]([C:5]1[CH:6]=[C:7]([C:15]2[O:19][N:18]=[C:17]([C:20]3[C:21]([C:34]([F:37])([F:36])[F:35])=[C:22]([CH2:26][CH2:27][CH2:28][C:29]([O:31]CC)=[O:30])[CH:23]=[CH:24][CH:25]=3)[N:16]=2)[CH:8]=[CH:9][C:10]=1[O:11][CH:12]([CH3:14])[CH3:13])#[N:4].Cl. Product: [C:3]([C:5]1[CH:6]=[C:7]([C:15]2[O:19][N:18]=[C:17]([C:20]3[C:21]([C:34]([F:35])([F:36])[F:37])=[C:22]([CH2:26][CH2:27][CH2:28][C:29]([OH:31])=[O:30])[CH:23]=[CH:24][CH:25]=3)[N:16]=2)[CH:8]=[CH:9][C:10]=1[O:11][CH:12]([CH3:14])[CH3:13])#[N:4]. The catalyst class is: 378. (2) Reactant: [CH2:1]([N:8]1[CH2:13][CH2:12][N:11]([CH2:14][C:15]2[CH:20]=[CH:19][CH:18]=[CH:17][CH:16]=2)[CH2:10][CH:9]1[C:21]([F:24])([F:23])[F:22])[C:2]1[CH:7]=[CH:6][CH:5]=[CH:4][CH:3]=1. Product: [CH2:14]([N:11]1[CH2:12][CH2:13][N:8]([CH2:1][C:2]2[CH:3]=[CH:4][CH:5]=[CH:6][CH:7]=2)[CH:9]([C:21]([F:23])([F:24])[F:22])[CH2:10]1)[C:15]1[CH:16]=[CH:17][CH:18]=[CH:19][CH:20]=1.[F:22][C:21]([F:24])([F:23])[CH:9]1[CH2:10][NH:11][CH2:12][CH2:13][NH:8]1. The catalyst class is: 52. (3) Reactant: [C:1](Cl)(=O)C.[CH3:5][C:6]1[CH:7]=[C:8]([CH2:25][C:26]([OH:28])=[O:27])[CH:9]=[C:10]([CH3:24])[C:11]=1[O:12][C:13]1[CH:18]=[CH:17][C:16]([O:19][CH3:20])=[C:15]([CH:21]([CH3:23])[CH3:22])[CH:14]=1. Product: [CH3:5][C:6]1[CH:7]=[C:8]([CH2:25][C:26]([O:28][CH3:1])=[O:27])[CH:9]=[C:10]([CH3:24])[C:11]=1[O:12][C:13]1[CH:18]=[CH:17][C:16]([O:19][CH3:20])=[C:15]([CH:21]([CH3:23])[CH3:22])[CH:14]=1. The catalyst class is: 5. (4) Reactant: [N:1]([C:4]1[CH:9]=[CH:8][CH:7]=[CH:6][C:5]=1[S:10][C:11]1[CH:16]=[CH:15][CH:14]=[CH:13][CH:12]=1)=[C:2]=[O:3].[Cl-].[Cl-].[Cl-].[Al+3]. Product: [CH:15]1[C:16]2[C:2](=[O:3])[NH:1][C:4]3[CH:9]=[CH:8][CH:7]=[CH:6][C:5]=3[S:10][C:11]=2[CH:12]=[CH:13][CH:14]=1. The catalyst class is: 262.